Dataset: NCI-60 drug combinations with 297,098 pairs across 59 cell lines. Task: Regression. Given two drug SMILES strings and cell line genomic features, predict the synergy score measuring deviation from expected non-interaction effect. (1) Drug 2: CC1=C2C(C(=O)C3(C(CC4C(C3C(C(C2(C)C)(CC1OC(=O)C(C(C5=CC=CC=C5)NC(=O)C6=CC=CC=C6)O)O)OC(=O)C7=CC=CC=C7)(CO4)OC(=O)C)O)C)OC(=O)C. Drug 1: CC1=C(C=C(C=C1)NC2=NC=CC(=N2)N(C)C3=CC4=NN(C(=C4C=C3)C)C)S(=O)(=O)N.Cl. Cell line: NCI-H226. Synergy scores: CSS=45.2, Synergy_ZIP=4.30, Synergy_Bliss=6.71, Synergy_Loewe=8.02, Synergy_HSA=9.34. (2) Cell line: SR. Drug 2: CCC1(CC2CC(C3=C(CCN(C2)C1)C4=CC=CC=C4N3)(C5=C(C=C6C(=C5)C78CCN9C7C(C=CC9)(C(C(C8N6C)(C(=O)OC)O)OC(=O)C)CC)OC)C(=O)OC)O.OS(=O)(=O)O. Drug 1: CC12CCC(CC1=CCC3C2CCC4(C3CC=C4C5=CN=CC=C5)C)O. Synergy scores: CSS=83.4, Synergy_ZIP=8.17, Synergy_Bliss=9.00, Synergy_Loewe=3.35, Synergy_HSA=11.0.